From a dataset of Forward reaction prediction with 1.9M reactions from USPTO patents (1976-2016). Predict the product of the given reaction. (1) Given the reactants Cl[C:2]1[C:11]2[C:6](=[CH:7][C:8]([F:13])=[CH:9][C:10]=2[F:12])[N:5]=[C:4]([N:14]2[CH2:18][C:17]([CH3:20])([CH3:19])[CH2:16][C:15]2=[O:21])[C:3]=1[CH3:22].[O:23]1[CH2:28][CH2:27][N:26]([C:29]2[CH:30]=[C:31]([NH2:35])[CH:32]=[N:33][CH:34]=2)[CH2:25][CH2:24]1, predict the reaction product. The product is: [F:12][C:10]1[CH:9]=[C:8]([F:13])[CH:7]=[C:6]2[C:11]=1[C:2]([NH:35][C:31]1[CH:32]=[N:33][CH:34]=[C:29]([N:26]3[CH2:27][CH2:28][O:23][CH2:24][CH2:25]3)[CH:30]=1)=[C:3]([CH3:22])[C:4]([N:14]1[CH2:18][C:17]([CH3:20])([CH3:19])[CH2:16][C:15]1=[O:21])=[N:5]2. (2) Given the reactants [OH:1][C:2]1[CH:7]=[CH:6][C:5]([C:8]([C:10]2[CH:15]=[CH:14][C:13]([OH:16])=[CH:12][CH:11]=2)=O)=[CH:4][CH:3]=1.[C:17]([C:23]1[CH:28]=[CH:27][C:26]([O:29][CH2:30][C:31]([O:33][CH2:34][CH3:35])=[O:32])=[CH:25][CH:24]=1)(=O)[CH2:18][CH2:19][CH2:20][CH3:21], predict the reaction product. The product is: [CH2:18]([C:17]([C:23]1[CH:24]=[CH:25][C:26]([O:29][CH2:30][C:31]([O:33][CH2:34][CH3:35])=[O:32])=[CH:27][CH:28]=1)=[C:8]([C:10]1[CH:15]=[CH:14][C:13]([OH:16])=[CH:12][CH:11]=1)[C:5]1[CH:6]=[CH:7][C:2]([OH:1])=[CH:3][CH:4]=1)[CH2:19][CH2:20][CH3:21]. (3) Given the reactants Cl[S:2]([C:5]1[CH:14]=[CH:13][C:12]2[NH:11][C:10](=[O:15])[C:9]3[NH:16][CH:17]=[C:18]([C:19]([OH:21])=[O:20])[C:8]=3[C:7]=2[CH:6]=1)(=[O:4])=[O:3].[N:22]1([C:28]2[CH:34]=[CH:33][C:31]([NH2:32])=[CH:30][CH:29]=2)[CH2:27][CH2:26][O:25][CH2:24][CH2:23]1, predict the reaction product. The product is: [N:22]1([C:28]2[CH:29]=[CH:30][C:31]([NH:32][S:2]([C:5]3[CH:14]=[CH:13][C:12]4[NH:11][C:10](=[O:15])[C:9]5[NH:16][CH:17]=[CH:18][C:8]=5[C:7]=4[CH:6]=3)(=[O:3])=[O:4])=[CH:33][CH:34]=2)[CH2:23][CH2:24][O:25][CH2:26][CH2:27]1.[CH2:18]([C:19]([O-:21])=[O:20])[CH3:17].